Dataset: Forward reaction prediction with 1.9M reactions from USPTO patents (1976-2016). Task: Predict the product of the given reaction. (1) The product is: [CH3:12][C:3]1[CH:4]=[C:5]([N+:9]([O-:11])=[O:10])[C:6]([CH3:8])=[CH:7][C:2]=1[N:14]1[CH2:15][CH2:16][C:17]2[C:22](=[CH:21][CH:20]=[CH:19][CH:18]=2)[CH2:13]1. Given the reactants Cl[C:2]1[CH:7]=[C:6]([CH3:8])[C:5]([N+:9]([O-:11])=[O:10])=[CH:4][C:3]=1[CH3:12].[CH2:13]1[C:22]2[C:17](=[CH:18][CH:19]=[CH:20][CH:21]=2)[CH2:16][CH2:15][NH:14]1, predict the reaction product. (2) The product is: [CH2:22]([N:10]([C:6]1[CH:7]=[CH:8][CH:9]=[C:4]([CH3:3])[CH:5]=1)[C:11]1[S:12][CH:13]=[C:14]([C:16]2[CH:21]=[CH:20][N:19]=[CH:18][CH:17]=2)[N:15]=1)[CH3:23]. Given the reactants [H-].[Na+].[CH3:3][C:4]1[CH:5]=[C:6]([NH:10][C:11]2[S:12][CH:13]=[C:14]([C:16]3[CH:21]=[CH:20][N:19]=[CH:18][CH:17]=3)[N:15]=2)[CH:7]=[CH:8][CH:9]=1.[CH2:22](I)[CH3:23], predict the reaction product.